Dataset: Forward reaction prediction with 1.9M reactions from USPTO patents (1976-2016). Task: Predict the product of the given reaction. (1) Given the reactants [CH2:1]([O:3][C:4](=[O:39])[CH2:5][CH2:6][CH2:7][O:8][C:9]1[CH:14]=[CH:13][CH:12]=[C:11]([CH2:15][CH2:16][CH2:17][CH2:18][CH2:19][CH2:20][O:21][C:22]2[CH:27]=[C:26]([O:28][CH2:29][CH3:30])[CH:25]=[C:24](Br)[CH:23]=2)[C:10]=1[CH2:32][CH2:33][C:34]([O:36][CH2:37][CH3:38])=[O:35])[CH3:2].[Cl:40][C:41]1[CH:46]=[C:45](B(O)O)[CH:44]=[CH:43][N:42]=1.C(=O)([O-])[O-].[Cs+].[Cs+], predict the reaction product. The product is: [CH2:1]([O:3][C:4](=[O:39])[CH2:5][CH2:6][CH2:7][O:8][C:9]1[CH:14]=[CH:13][CH:12]=[C:11]([CH2:15][CH2:16][CH2:17][CH2:18][CH2:19][CH2:20][O:21][C:22]2[CH:27]=[C:26]([O:28][CH2:29][CH3:30])[CH:25]=[C:24]([C:45]3[CH:44]=[CH:43][N:42]=[C:41]([Cl:40])[CH:46]=3)[CH:23]=2)[C:10]=1[CH2:32][CH2:33][C:34]([O:36][CH2:37][CH3:38])=[O:35])[CH3:2]. (2) Given the reactants [CH2:1]([O:3][C:4](=[O:21])[C:5]1[CH:10]=[CH:9][C:8]([NH:11][CH:12]=[C:13]([C:19]#[N:20])[C:14]([O:16]CC)=O)=[CH:7][CH:6]=1)[CH3:2], predict the reaction product. The product is: [CH2:1]([O:3][C:4]([C:5]1[CH:6]=[C:7]2[C:8](=[CH:9][CH:10]=1)[NH:11][CH:12]=[C:13]([C:19]#[N:20])[C:14]2=[O:16])=[O:21])[CH3:2].